From a dataset of Catalyst prediction with 721,799 reactions and 888 catalyst types from USPTO. Predict which catalyst facilitates the given reaction. Reactant: FC(F)(F)C(O[Si](C)(C)C)=O.[NH2:12][C:13]1[N:18]=[CH:17][C:16]([C:19]([F:43])([F:42])[C:20]([N:22]2[CH2:31][CH2:30][N:29]3[C@H:24]([CH2:25][O:26][C@@H:27]([C:32]4[C:33]([CH3:41])=[C:34]([C:37]([F:40])=[CH:38][CH:39]=4)[C:35]#[N:36])[CH2:28]3)[CH2:23]2)=[O:21])=[CH:15][N:14]=1.[CH:44](OCC)(OCC)OCC.[N:54]([Si](C)(C)C)=[N+:55]=[N-:56]. Product: [N:12]1([C:13]2[N:14]=[CH:15][C:16]([C:19]([F:43])([F:42])[C:20]([N:22]3[CH2:31][CH2:30][N:29]4[C@H:24]([CH2:25][O:26][C@@H:27]([C:32]5[C:33]([CH3:41])=[C:34]([C:37]([F:40])=[CH:38][CH:39]=5)[C:35]#[N:36])[CH2:28]4)[CH2:23]3)=[O:21])=[CH:17][N:18]=2)[CH:44]=[N:54][N:55]=[N:56]1. The catalyst class is: 370.